Dataset: Reaction yield outcomes from USPTO patents with 853,638 reactions. Task: Predict the reaction yield, written as a fraction of the theoretical maximum amount of product (1.0 means a 100% yield; for example, 0.34 means a 34% yield). (1) The reactants are [OH:1][CH:2]([C:4]1[CH:13]=[CH:12][C:7]([C:8]([O:10][CH3:11])=[O:9])=[CH:6][CH:5]=1)[CH3:3].O[C:15]1[CH:16]=[C:17]([CH:20]=[CH:21][CH:22]=1)[C:18]#[N:19].C1(P(C2C=CC=CC=2)C2C=CC=CC=2)C=CC=CC=1.C(OC(N=NC(OC(C)C)=O)=O)(C)C. The catalyst is O1CCCC1.O. The product is [C:18]([C:17]1[CH:20]=[CH:21][C:22]([O:1][CH:2]([C:4]2[CH:13]=[CH:12][C:7]([C:8]([O:10][CH3:11])=[O:9])=[CH:6][CH:5]=2)[CH3:3])=[CH:15][CH:16]=1)#[N:19]. The yield is 0.450. (2) The reactants are [CH2:1]([N:8]1[CH2:13][CH:12]=[C:11]([C:14](=[O:22])[CH2:15][C:16]2[CH:20]=[CH:19][S:18][C:17]=2[F:21])[CH2:10][CH2:9]1)[C:2]1[CH:7]=[CH:6][CH:5]=[CH:4][CH:3]=1. The catalyst is C(O)C.[OH-].[Pd+2].[OH-].[C]. The product is [CH2:1]([N:8]1[CH2:13][CH2:12][CH:11]([C:14](=[O:22])[CH2:15][C:16]2[CH:20]=[CH:19][S:18][C:17]=2[F:21])[CH2:10][CH2:9]1)[C:2]1[CH:7]=[CH:6][CH:5]=[CH:4][CH:3]=1. The yield is 0.810. (3) The reactants are FC(F)(F)C(O[C:6]1[CH2:11][CH2:10][C:9]([CH3:13])([CH3:12])[CH2:8][CH:7]=1)=O.C([Sn](CCCC)(CCCC)[C:21]1[CH:26]=[CH:25][N:24]=[CH:23][CH:22]=1)CCC.C1C=CC(P(C2C=CC=CC=2)C2C=CC=CC=2)=CC=1.C([O-])([O-])=O.[K+].[K+]. The catalyst is CN1CCCC1=O.C1C=CC(/C=C/C(/C=C/C2C=CC=CC=2)=O)=CC=1.C1C=CC(/C=C/C(/C=C/C2C=CC=CC=2)=O)=CC=1.C1C=CC(/C=C/C(/C=C/C2C=CC=CC=2)=O)=CC=1.[Pd].[Pd].[Cu]I. The product is [CH3:13][C:9]1([CH3:12])[CH2:10][CH2:11][C:6]([C:21]2[CH:26]=[CH:25][N:24]=[CH:23][CH:22]=2)=[CH:7][CH2:8]1. The yield is 0.360. (4) The reactants are [CH3:1][C:2]1[C:3]([C:16]23[CH2:21][CH:20]2[CH:19]([OH:22])[CH2:18][CH2:17]3)=[CH:4][C:5]2[C:6]([CH3:15])([CH3:14])[CH2:7][CH2:8][C:9]([CH3:13])([CH3:12])[C:10]=2[CH:11]=1.[Cr](Cl)([O-])(=O)=O.[NH+]1C=CC=CC=1. The catalyst is ClCCl. The product is [CH3:1][C:2]1[C:3]([C:16]23[CH2:21][CH:20]2[C:19](=[O:22])[CH2:18][CH2:17]3)=[CH:4][C:5]2[C:6]([CH3:15])([CH3:14])[CH2:7][CH2:8][C:9]([CH3:12])([CH3:13])[C:10]=2[CH:11]=1. The yield is 0.970.